This data is from Full USPTO retrosynthesis dataset with 1.9M reactions from patents (1976-2016). The task is: Predict the reactants needed to synthesize the given product. The reactants are: [ClH:1].Cl.[N:3]1([C:8]2[CH:9]=[C:10]([C:14]3[O:15][C:16]4[CH:32]=[CH:31][C:30]([NH:33][C:34](=[NH:36])[CH3:35])=[CH:29][C:17]=4[C:18](=[O:28])[C:19]=3[O:20]CC3C=CC=CC=3)[CH:11]=[CH:12][CH:13]=2)[CH:7]=[CH:6][N:5]=[CH:4]1.C(Cl)(Cl)[Cl:38].CO.N. Given the product [ClH:38].[ClH:1].[N:3]1([C:8]2[CH:9]=[C:10]([C:14]3[O:15][C:16]4[CH:32]=[CH:31][C:30]([NH:33][C:34](=[NH:36])[CH3:35])=[CH:29][C:17]=4[C:18](=[O:28])[C:19]=3[OH:20])[CH:11]=[CH:12][CH:13]=2)[CH:7]=[CH:6][N:5]=[CH:4]1, predict the reactants needed to synthesize it.